From a dataset of Catalyst prediction with 721,799 reactions and 888 catalyst types from USPTO. Predict which catalyst facilitates the given reaction. Reactant: [OH:1][CH2:2][CH2:3][N:4]1[CH2:9][CH2:8][O:7][CH2:6][CH2:5]1.[H-].[Na+].F[C:13]1[CH:20]=[CH:19][C:16]([CH:17]=[O:18])=[CH:15][CH:14]=1. Product: [O:7]1[CH2:8][CH2:9][N:4]([CH2:3][CH2:2][O:1][C:15]2[CH:14]=[CH:13][CH:20]=[CH:19][C:16]=2[CH:17]=[O:18])[CH2:5][CH2:6]1. The catalyst class is: 9.